Dataset: Forward reaction prediction with 1.9M reactions from USPTO patents (1976-2016). Task: Predict the product of the given reaction. (1) The product is: [Cl:1][C:2]1[CH:26]=[CH:25][C:5]([CH:6]=[C:7]2[CH2:12][CH2:11][N:10]([S:13]([C:16]3[C:20]([CH3:21])=[N:19][NH:18][C:17]=3[CH3:22])(=[O:15])=[O:14])[CH2:9][CH2:8]2)=[C:4]([F:54])[CH:3]=1. Given the reactants [Cl:1][C:2]1[CH:26]=[CH:25][C:5]([CH2:6][CH:7]2[CH2:12][CH2:11][N:10]([S:13]([C:16]3[C:17]([CH:22]4CC4)=[N:18][NH:19][C:20]=3[CH3:21])(=[O:15])=[O:14])[CH2:9][CH2:8]2)=[CH:4][C:3]=1F.CC1C(S(Cl)(=O)=O)=C(C)NN=1.Cl.ClC1C=CC(C=C2CCNCC2)=C([F:54])C=1, predict the reaction product. (2) Given the reactants [C:1]([O:5][C:6]([N:8]1[CH2:26][CH2:25][N:11]2[C:12](=[O:24])[C:13]3[C:18]([C@@H:10]2[CH2:9]1)=[CH:17][C:16](Br)=[CH:15][C:14]=3[C:20]([F:23])([F:22])[F:21])=[O:7])([CH3:4])([CH3:3])[CH3:2].B1(B2OC(C)(C)C(C)(C)O2)OC(C)(C)C(C)(C)[O:28]1.C([O-])(=O)C.[K+], predict the reaction product. The product is: [C:1]([O:5][C:6]([N:8]1[CH2:26][CH2:25][N:11]2[C:12](=[O:24])[C:13]3[C:18]([C@@H:10]2[CH2:9]1)=[CH:17][C:16]([OH:28])=[CH:15][C:14]=3[C:20]([F:23])([F:22])[F:21])=[O:7])([CH3:4])([CH3:3])[CH3:2].